Predict the reaction yield, written as a fraction of the theoretical maximum amount of product (1.0 means a 100% yield; for example, 0.34 means a 34% yield). From a dataset of Reaction yield outcomes from USPTO patents with 853,638 reactions. (1) The reactants are I[C:2]1[CH:7]=[CH:6][N:5]=[C:4]2[NH:8][C:9]([C:11]([F:14])([F:13])[F:12])=[CH:10][C:3]=12.[H-].[Na+].C([Li])CCC.C([O:25][B:26](OC(C)C)[O:27]C(C)C)(C)C. The catalyst is O1CCCC1.O. The product is [F:12][C:11]([F:14])([F:13])[C:9]1[NH:8][C:4]2=[N:5][CH:6]=[CH:7][C:2]([B:26]([OH:27])[OH:25])=[C:3]2[CH:10]=1. The yield is 0.470. (2) The reactants are Br[C:2]1[CH:20]=[CH:19][C:5]([O:6][CH2:7][CH2:8][CH2:9][CH2:10][NH:11][C:12](=[O:18])[O:13][C:14]([CH3:17])([CH3:16])[CH3:15])=[CH:4][CH:3]=1.C([O-])(=O)C.[K+].[B:26]1([B:26]2[O:30][C:29]([CH3:32])([CH3:31])[C:28]([CH3:34])([CH3:33])[O:27]2)[O:30][C:29]([CH3:32])([CH3:31])[C:28]([CH3:34])([CH3:33])[O:27]1. The catalyst is C1C=CC(P(C2C=CC=CC=2)[C-]2C=CC=C2)=CC=1.C1C=CC(P(C2C=CC=CC=2)[C-]2C=CC=C2)=CC=1.Cl[Pd]Cl.[Fe+2].CS(C)=O. The product is [CH3:33][C:28]1([CH3:34])[C:29]([CH3:32])([CH3:31])[O:30][B:26]([C:2]2[CH:20]=[CH:19][C:5]([O:6][CH2:7][CH2:8][CH2:9][CH2:10][NH:11][C:12](=[O:18])[O:13][C:14]([CH3:17])([CH3:16])[CH3:15])=[CH:4][CH:3]=2)[O:27]1. The yield is 0.950. (3) The reactants are [F:1][C:2]1([F:17])[O:6][C:5]2[CH:7]=[CH:8][C:9]([C:11]3([C:14]([OH:16])=O)[CH2:13][CH2:12]3)=[CH:10][C:4]=2[O:3]1.F[P-](F)(F)(F)(F)F.CN(C(N(C)C)=[N+]1C2C(=NC=CC=2)[N+]([O-])=N1)C.[NH2:42][C@H:43]1[CH2:48][CH2:47][O:46][C@@H:45]([C:49]2[CH:58]=[CH:57][C:52]([C:53]([O:55][CH3:56])=[O:54])=[CH:51][C:50]=2[CH3:59])[CH2:44]1.C(N(C(C)C)C(C)C)C. The catalyst is CN(C)C=O.O. The product is [F:17][C:2]1([F:1])[O:6][C:5]2[CH:7]=[CH:8][C:9]([C:11]3([C:14]([NH:42][C@H:43]4[CH2:48][CH2:47][O:46][C@@H:45]([C:49]5[CH:58]=[CH:57][C:52]([C:53]([O:55][CH3:56])=[O:54])=[CH:51][C:50]=5[CH3:59])[CH2:44]4)=[O:16])[CH2:12][CH2:13]3)=[CH:10][C:4]=2[O:3]1. The yield is 0.687. (4) The reactants are [C:1]([C:3]([C:6]1[CH:7]=[C:8]([CH:40]=[CH:41][CH:42]=1)[C:9]([NH:11][C:12]1[CH:13]=[CH:14][C:15]([CH3:39])=[C:16]([NH:18][C:19]([C:21]2[S:38][C:24]3=[N:25][C:26]([NH:29][CH2:30][CH2:31][N:32]4[CH2:37][CH2:36][O:35][CH2:34][CH2:33]4)=[CH:27][N:28]=[C:23]3[CH:22]=2)=[O:20])[CH:17]=1)=[O:10])([CH3:5])[CH3:4])#[N:2].[ClH:43]. The catalyst is O1CCOCC1. The product is [ClH:43].[C:1]([C:3]([C:6]1[CH:7]=[C:8]([CH:40]=[CH:41][CH:42]=1)[C:9]([NH:11][C:12]1[CH:13]=[CH:14][C:15]([CH3:39])=[C:16]([NH:18][C:19]([C:21]2[S:38][C:24]3=[N:25][C:26]([NH:29][CH2:30][CH2:31][N:32]4[CH2:37][CH2:36][O:35][CH2:34][CH2:33]4)=[CH:27][N:28]=[C:23]3[CH:22]=2)=[O:20])[CH:17]=1)=[O:10])([CH3:5])[CH3:4])#[N:2]. The yield is 1.00. (5) The yield is 0.340. The reactants are [Br:1][C:2]1[C:3]([O:30]COC)=[CH:4][C:5]([O:26]COC)=[C:6]([C:8]2[N:9]([C:14]3[CH:19]=[CH:18][C:17]([N:20]4[CH2:25][CH2:24][O:23][CH2:22][CH2:21]4)=[CH:16][CH:15]=3)[C:10](=[S:13])[NH:11][N:12]=2)[CH:7]=1.Cl.[OH-].[Na+]. The product is [Br:1][C:2]1[CH:7]=[C:6]([C:8]2[N:9]([C:14]3[CH:19]=[CH:18][C:17]([N:20]4[CH2:25][CH2:24][O:23][CH2:22][CH2:21]4)=[CH:16][CH:15]=3)[C:10]([SH:13])=[N:11][N:12]=2)[C:5]([OH:26])=[CH:4][C:3]=1[OH:30]. The catalyst is C(O)C. (6) The reactants are [Br:1][C:2]1[CH:11]=[C:10]2[C:5]([CH:6]=[C:7]([C:12]([OH:14])=O)[CH:8]=[N:9]2)=[CH:4][CH:3]=1.ClC(OCC)=O.C([N:23](CC)CC)C. The catalyst is O1CCCC1. The product is [Br:1][C:2]1[CH:11]=[C:10]2[C:5]([CH:6]=[C:7]([C:12]([NH2:23])=[O:14])[CH:8]=[N:9]2)=[CH:4][CH:3]=1. The yield is 0.760. (7) The reactants are [Br:1][C:2]1[CH:27]=[C:26]([CH3:28])[C:5]([O:6][C:7]2[C:12]([N+:13]([O-:15])=[O:14])=[C:11]([CH3:16])[N:10]=[C:9]([NH:17][C:18]3[CH:25]=[CH:24][C:21]([C:22]#[N:23])=[CH:20][CH:19]=3)[N:8]=2)=[C:4]([CH3:29])[CH:3]=1.C(O[CH:35](N(C)C)[N:36]([CH3:38])[CH3:37])(C)(C)C. The catalyst is CN(C=O)C. The product is [Br:1][C:2]1[CH:27]=[C:26]([CH3:28])[C:5]([O:6][C:7]2[C:12]([N+:13]([O-:15])=[O:14])=[C:11](/[CH:16]=[CH:35]/[N:36]([CH3:38])[CH3:37])[N:10]=[C:9]([NH:17][C:18]3[CH:25]=[CH:24][C:21]([C:22]#[N:23])=[CH:20][CH:19]=3)[N:8]=2)=[C:4]([CH3:29])[CH:3]=1. The yield is 0.920.